Dataset: Catalyst prediction with 721,799 reactions and 888 catalyst types from USPTO. Task: Predict which catalyst facilitates the given reaction. Reactant: [Cl:1][C:2]1[CH:7]=[CH:6][C:5]([C:8]2[N:13]=[C:12](N3C=CN=C3)[N:11]3[C:19](=[O:22])[NH:20][N:21]=[C:10]3[C:9]=2[C:23]2[CH:28]=[CH:27][C:26]([Cl:29])=[CH:25][CH:24]=2)=[CH:4][CH:3]=1.C([O-])([O-])=O.[K+].[K+].Cl[CH2:37][C:38]1[CH:39]=[CH:40][C:41]([C:44]([F:47])([F:46])[F:45])=[N:42][CH:43]=1.[OH2:48]. Product: [Cl:1][C:2]1[CH:7]=[CH:6][C:5]([C:8]2[NH:13][C:12](=[O:48])[N:11]3[C:19](=[O:22])[N:20]([CH2:37][C:38]4[CH:43]=[N:42][C:41]([C:44]([F:47])([F:46])[F:45])=[CH:40][CH:39]=4)[N:21]=[C:10]3[C:9]=2[C:23]2[CH:28]=[CH:27][C:26]([Cl:29])=[CH:25][CH:24]=2)=[CH:4][CH:3]=1. The catalyst class is: 31.